Dataset: Forward reaction prediction with 1.9M reactions from USPTO patents (1976-2016). Task: Predict the product of the given reaction. (1) Given the reactants Br[C:2]1[C:7]2=[N:8][C:9]([C:12]([NH:14][CH:15]([C:17]([OH:20])([CH3:19])[CH3:18])[CH3:16])=[O:13])=[CH:10][N:11]=[C:6]2[CH:5]=[N:4][CH:3]=1.[Cl:21][C:22]1[CH:27]=[C:26]([Cl:28])[CH:25]=[CH:24][C:23]=1B(O)O.C(=O)([O-])[O-].[Cs+].[Cs+].O1CCOCC1, predict the reaction product. The product is: [Cl:21][C:22]1[CH:27]=[C:26]([Cl:28])[CH:25]=[CH:24][C:23]=1[C:2]1[C:7]2=[N:8][C:9]([C:12]([NH:14][CH:15]([C:17]([OH:20])([CH3:19])[CH3:18])[CH3:16])=[O:13])=[CH:10][N:11]=[C:6]2[CH:5]=[N:4][CH:3]=1. (2) Given the reactants [C:1]([CH:3]=[C:4]1[CH2:9][CH2:8][N:7]([C:10]2[CH:15]=[CH:14][C:13]([N:16]3[CH2:20][C@@H:19]([CH2:21][N:22]=[N+:23]=[N-:24])[O:18][C:17]3=[O:25])=[CH:12][CH:11]=2)[CH2:6][CH2:5]1)#[N:2].[C:26]([O:30]CC)(=[O:29])[C:27]#[CH:28].[C:33]1(C)C=CC=C[CH:34]=1, predict the reaction product. The product is: [C:1]([CH:3]=[C:4]1[CH2:5][CH2:6][N:7]([C:10]2[CH:15]=[CH:14][C:13]([N:16]3[CH2:20][C@@H:19]([CH2:21][N:22]4[CH:34]=[C:33]([CH2:28][CH2:27][C:26]([OH:30])=[O:29])[N:24]=[N:23]4)[O:18][C:17]3=[O:25])=[CH:12][CH:11]=2)[CH2:8][CH2:9]1)#[N:2].